This data is from Reaction yield outcomes from USPTO patents with 853,638 reactions. The task is: Predict the reaction yield, written as a fraction of the theoretical maximum amount of product (1.0 means a 100% yield; for example, 0.34 means a 34% yield). (1) The reactants are CS(Cl)(=O)=O.[CH:6]1([NH:11][C:12]2[CH:17]=[CH:16][C:15]([C@H:18]3[C@@H:23]([C:24]([OH:26])=O)[CH2:22][CH2:21][CH2:20][N:19]3[C:27](=[O:36])[C:28]3[C:33]([CH3:34])=[CH:32][CH:31]=[CH:30][C:29]=3[F:35])=[CH:14][CH:13]=2)[CH2:10][CH2:9][CH2:8][CH2:7]1.CCN(C(C)C)C(C)C.[NH2:46][C:47]1[CH:52]=[CH:51][C:50]([CH2:53][OH:54])=[C:49]([C:55]([F:58])([F:57])[F:56])[CH:48]=1. The catalyst is C(Cl)Cl. The product is [CH:6]1([NH:11][C:12]2[CH:17]=[CH:16][C:15]([C@H:18]3[C@@H:23]([C:24]([NH:46][C:47]4[CH:52]=[CH:51][C:50]([CH2:53][OH:54])=[C:49]([C:55]([F:56])([F:57])[F:58])[CH:48]=4)=[O:26])[CH2:22][CH2:21][CH2:20][N:19]3[C:27](=[O:36])[C:28]3[C:33]([CH3:34])=[CH:32][CH:31]=[CH:30][C:29]=3[F:35])=[CH:14][CH:13]=2)[CH2:10][CH2:9][CH2:8][CH2:7]1. The yield is 0.610. (2) The reactants are [Cl:1][C:2]1[CH:7]=[CH:6][C:5]([N:8]2[CH:12]=[CH:11][C:10]([C:13]([O:15]CC)=[O:14])=[N:9]2)=[CH:4][C:3]=1[F:18].[Li+].[OH-].Cl. The catalyst is C1COCC1. The product is [Cl:1][C:2]1[CH:7]=[CH:6][C:5]([N:8]2[CH:12]=[CH:11][C:10]([C:13]([OH:15])=[O:14])=[N:9]2)=[CH:4][C:3]=1[F:18]. The yield is 0.960. (3) The reactants are [CH:1]1([CH2:4][O:5][C:6](=[O:25])[CH:7]([C:12]2[CH:17]=[C:16]([O:18][CH2:19][CH:20]3[CH2:22][CH2:21]3)[C:15](I)=[C:14]([Cl:24])[CH:13]=2)[CH2:8][CH:9]([CH3:11])[CH3:10])[CH2:3][CH2:2]1.[Cl:26][C:27]1[CH:32]=[CH:31][C:30](B(O)O)=[CH:29][CH:28]=1.[F-].[Cs+].O. The catalyst is COCCOC.C1C=CC(P(C2C=CC=CC=2)[C-]2C=CC=C2)=CC=1.C1C=CC(P(C2C=CC=CC=2)[C-]2C=CC=C2)=CC=1.Cl[Pd]Cl.[Fe+2].CCOC(C)=O. The product is [CH:1]1([CH2:4][O:5][C:6](=[O:25])[CH:7]([C:12]2[CH:17]=[C:16]([O:18][CH2:19][CH:20]3[CH2:22][CH2:21]3)[C:15]([C:30]3[CH:31]=[CH:32][C:27]([Cl:26])=[CH:28][CH:29]=3)=[C:14]([Cl:24])[CH:13]=2)[CH2:8][CH:9]([CH3:11])[CH3:10])[CH2:3][CH2:2]1. The yield is 0.870. (4) The reactants are C[Si](I)(C)C.C[O:7][C:8](=[O:54])[C@H:9]([O:23][C:24]1[C:29]([Br:30])=[CH:28][C:27]([C:31]2[CH:36]=[CH:35][C:34]([C:37]3[C:38]4[CH:52]=[CH:51][CH:50]=[CH:49][C:39]=4[S:40][C:41]=3[CH2:42][C:43]3[CH:48]=[CH:47][CH:46]=[CH:45][CH:44]=3)=[CH:33][CH:32]=2)=[CH:26][C:25]=1[Br:53])[CH2:10][CH2:11][N:12]1[C:20](=[O:21])[C:19]2[C:14](=[CH:15][CH:16]=[CH:17][CH:18]=2)[C:13]1=[O:22].C(Cl)Cl. The catalyst is O. The product is [CH2:42]([C:41]1[S:40][C:39]2[CH:49]=[CH:50][CH:51]=[CH:52][C:38]=2[C:37]=1[C:34]1[CH:33]=[CH:32][C:31]([C:27]2[CH:28]=[C:29]([Br:30])[C:24]([O:23][C@H:9]([CH2:10][CH2:11][N:12]3[C:20](=[O:21])[C:19]4[C:14](=[CH:15][CH:16]=[CH:17][CH:18]=4)[C:13]3=[O:22])[C:8]([OH:54])=[O:7])=[C:25]([Br:53])[CH:26]=2)=[CH:36][CH:35]=1)[C:43]1[CH:48]=[CH:47][CH:46]=[CH:45][CH:44]=1. The yield is 0.940. (5) The reactants are Cl.[NH:2]1[CH2:5][CH:4]([C:6]2[C:7]([C:12]3[CH:17]=[CH:16][CH:15]=[CH:14][C:13]=3[OH:18])=[N:8][CH:9]=[CH:10][N:11]=2)[CH2:3]1.Cl[C:20]1[CH:29]=[CH:28][C:27]2[C:22](=[CH:23][CH:24]=[CH:25][CH:26]=2)[N:21]=1.C([O-])([O-])=O.[Cs+].[Cs+]. The catalyst is CN(C=O)C.O. The product is [N:21]1[C:22]2[C:27](=[CH:26][CH:25]=[CH:24][CH:23]=2)[CH:28]=[CH:29][C:20]=1[N:2]1[CH2:5][CH:4]([C:6]2[C:7]([C:12]3[CH:17]=[CH:16][CH:15]=[CH:14][C:13]=3[OH:18])=[N:8][CH:9]=[CH:10][N:11]=2)[CH2:3]1. The yield is 0.160.